Dataset: Reaction yield outcomes from USPTO patents with 853,638 reactions. Task: Predict the reaction yield, written as a fraction of the theoretical maximum amount of product (1.0 means a 100% yield; for example, 0.34 means a 34% yield). (1) The yield is 0.520. The product is [CH3:1][C:2]1([CH:6]2[C:15]3[C:10](=[CH:11][CH:12]=[CH:13][CH:14]=3)[NH:9][CH2:8][CH2:7]2)[CH2:3][O:4][CH2:5]1. The reactants are [CH3:1][C:2]1([CH:6]2[C:15]3[C:10](=[CH:11][CH:12]=[CH:13][CH:14]=3)[NH:9][C:8](=O)[CH2:7]2)[CH2:5][O:4][CH2:3]1.O1CCCC1.B. The catalyst is C1COCC1. (2) The yield is 0.760. The reactants are [CH2:1]([C:5]1[C:14]([C:15]#[N:16])=[C:13]([C:17]2[CH:22]=[CH:21][C:20]([CH3:23])=[CH:19][CH:18]=2)[C:12]2[C:7](=[CH:8][CH:9]=[C:10](/[CH:24]=[CH:25]/[CH:26]=[O:27])[CH:11]=2)[N:6]=1)[CH:2]([CH3:4])[CH3:3].O1CCCC1.[BH4-].[Na+].[Cl-].[NH4+]. The catalyst is CO. The product is [OH:27][CH2:26]/[CH:25]=[CH:24]/[C:10]1[CH:11]=[C:12]2[C:7](=[CH:8][CH:9]=1)[N:6]=[C:5]([CH2:1][CH:2]([CH3:4])[CH3:3])[C:14]([C:15]#[N:16])=[C:13]2[C:17]1[CH:22]=[CH:21][C:20]([CH3:23])=[CH:19][CH:18]=1. (3) The product is [Br-:1].[C:10]1([C:13]2[CH:18]=[CH:17][CH:16]=[CH:15][CH:14]=2)[CH:11]=[CH:12][C:7]([CH2:6][CH2:5][CH2:4][CH2:3][CH2:2][N+:19]2[CH:24]=[CH:23][C:22]([CH3:25])=[CH:21][C:20]=2[CH3:26])=[CH:8][CH:9]=1. No catalyst specified. The yield is 0.770. The reactants are [Br:1][CH2:2][CH2:3][CH2:4][CH2:5][CH2:6][C:7]1[CH:12]=[CH:11][C:10]([C:13]2[CH:18]=[CH:17][CH:16]=[CH:15][CH:14]=2)=[CH:9][CH:8]=1.[N:19]1[CH:24]=[CH:23][C:22]([CH3:25])=[CH:21][C:20]=1[CH3:26].